From a dataset of Full USPTO retrosynthesis dataset with 1.9M reactions from patents (1976-2016). Predict the reactants needed to synthesize the given product. (1) Given the product [Cl:22][C:23]1[C:28]([Cl:29])=[CH:27][CH:26]=[CH:25][C:24]=1[N:30]1[CH2:35][CH2:34][N:33]([CH2:17][CH2:16][CH2:15][CH2:14][O:13][C:7]2[N:8]=[C:9]3[C:4]([C:3](=[O:19])[C:2]([CH3:20])([CH3:1])[C:11](=[O:12])[NH:10]3)=[CH:5][CH:6]=2)[CH2:32][CH2:31]1, predict the reactants needed to synthesize it. The reactants are: [CH3:1][C:2]1([CH3:20])[C:11](=[O:12])[NH:10][C:9]2[N:8]=[C:7]([O:13][CH2:14][CH2:15][CH2:16][CH:17]=O)[CH:6]=[CH:5][C:4]=2[C:3]1=[O:19].Cl.[Cl:22][C:23]1[C:28]([Cl:29])=[CH:27][CH:26]=[CH:25][C:24]=1[N:30]1[CH2:35][CH2:34][NH:33][CH2:32][CH2:31]1.CCN(CC)CC.[BH-](OC(C)=O)(OC(C)=O)OC(C)=O.[Na+]. (2) Given the product [Cl:12][C:4]1[N:3]=[C:2]([N:19]2[CH2:24][CH2:23][O:22][CH2:21][CH2:20]2)[C:7]([N+:8]([O-:10])=[O:9])=[C:6]([NH2:11])[CH:5]=1, predict the reactants needed to synthesize it. The reactants are: Cl[C:2]1[C:7]([N+:8]([O-:10])=[O:9])=[C:6]([NH2:11])[CH:5]=[C:4]([Cl:12])[N:3]=1.C([O-])([O-])=O.[K+].[K+].[NH:19]1[CH2:24][CH2:23][O:22][CH2:21][CH2:20]1. (3) Given the product [CH:1]1([CH2:4][C:5]([N:16]2[CH2:17][C:13]3([CH2:12][CH2:11][C:10]([N:9]([CH3:26])[CH3:8])([C:20]4[CH:25]=[CH:24][CH:23]=[CH:22][CH:21]=4)[CH2:19][CH2:18]3)[CH2:14][CH2:15]2)=[O:7])[CH2:2][CH2:3]1, predict the reactants needed to synthesize it. The reactants are: [CH:1]1([CH2:4][C:5]([OH:7])=O)[CH2:3][CH2:2]1.[CH3:8][N:9]([CH3:26])[C:10]1([C:20]2[CH:25]=[CH:24][CH:23]=[CH:22][CH:21]=2)[CH2:19][CH2:18][C:13]2([CH2:17][NH:16][CH2:15][CH2:14]2)[CH2:12][CH2:11]1. (4) The reactants are: [NH2:1][C:2]1[CH:3]=[C:4]2[C:8](=[CH:9][CH:10]=1)[N:7]([CH2:11][C:12]1[CH:17]=[CH:16][C:15]([C:18]3[CH:23]=[CH:22][CH:21]=[CH:20][CH:19]=3)=[CH:14][CH:13]=1)[C:6]([C:24]([O:26]CC)=[O:25])=[C:5]2[C:29]1[CH:34]=[CH:33][CH:32]=[CH:31][CH:30]=1.[CH3:35][S:36](Cl)(=[O:38])=[O:37]. Given the product [C:15]1([C:18]2[CH:23]=[CH:22][CH:21]=[CH:20][CH:19]=2)[CH:14]=[CH:13][C:12]([CH2:11][N:7]2[C:8]3[C:4](=[CH:3][C:2]([NH:1][S:36]([CH3:35])(=[O:38])=[O:37])=[CH:10][CH:9]=3)[C:5]([C:29]3[CH:34]=[CH:33][CH:32]=[CH:31][CH:30]=3)=[C:6]2[C:24]([OH:26])=[O:25])=[CH:17][CH:16]=1, predict the reactants needed to synthesize it. (5) Given the product [CH2:18]([O:20][C:21]1[CH:22]=[C:23]([CH:24]2[C:9]([C:5]3[CH:6]=[CH:7][CH:8]=[C:3]([O:2][CH3:1])[CH:4]=3)=[C:10]([C:12]3[CH:13]=[N:14][CH:15]=[CH:16][CH:17]=3)[NH:36][C:34](=[O:35])[NH:33]2)[CH:26]=[C:27]([N+:30]([O-:32])=[O:31])[C:28]=1[OH:29])[CH3:19], predict the reactants needed to synthesize it. The reactants are: [CH3:1][O:2][C:3]1[CH:4]=[C:5]([CH2:9][C:10]([C:12]2[CH:13]=[N:14][CH:15]=[CH:16][CH:17]=2)=O)[CH:6]=[CH:7][CH:8]=1.[CH2:18]([O:20][C:21]1[CH:22]=[C:23]([CH:26]=[C:27]([N+:30]([O-:32])=[O:31])[C:28]=1[OH:29])[CH:24]=O)[CH3:19].[NH2:33][C:34]([NH2:36])=[O:35].Cl. (6) Given the product [Br:1][C:2]1[CH:3]=[CH:4][C:5]([C:8]2[O:9][C:17]([CH3:18])=[N:11][N:10]=2)=[N:6][CH:7]=1, predict the reactants needed to synthesize it. The reactants are: [Br:1][C:2]1[CH:3]=[CH:4][C:5]([C:8]([NH:10][NH2:11])=[O:9])=[N:6][CH:7]=1.P(Cl)(Cl)(Cl)=O.[C:17](O)(=O)[CH3:18].